Task: Predict which catalyst facilitates the given reaction.. Dataset: Catalyst prediction with 721,799 reactions and 888 catalyst types from USPTO Reactant: [Br:1][C:2]1[C:3]2[CH:12]=[CH:11][N:10](S(C3C=CC(C)=CC=3)(=O)=O)[C:4]=2[C:5](=[O:9])[N:6]([CH3:8])[CH:7]=1.[OH-].[Na+].O. Product: [Br:1][C:2]1[C:3]2[CH:12]=[CH:11][NH:10][C:4]=2[C:5](=[O:9])[N:6]([CH3:8])[CH:7]=1. The catalyst class is: 8.